From a dataset of Forward reaction prediction with 1.9M reactions from USPTO patents (1976-2016). Predict the product of the given reaction. (1) Given the reactants [C:1](Cl)(=[O:19])[CH2:2][CH2:3][CH2:4][CH2:5][CH2:6][CH2:7][CH2:8][CH2:9][CH2:10][CH2:11][CH2:12][CH2:13][CH2:14][CH2:15][CH2:16][CH2:17][CH3:18].C(N(CC)CC)C.[C:28]([O:32][C:33](=[O:36])[NH:34][NH2:35])([CH3:31])([CH3:30])[CH3:29], predict the reaction product. The product is: [C:28]([O:32][C:33](=[O:36])[NH:34][NH2:35])([CH3:31])([CH3:30])[CH3:29].[C:1]([OH:19])(=[O:32])[CH2:2][CH2:3][CH2:4][CH2:5][CH2:6][CH2:7][CH2:8][CH2:9][CH2:10][CH2:11][CH2:12][CH2:13][CH2:14][CH2:15][CH2:16][CH2:17][CH3:18]. (2) Given the reactants [Cl:1][C:2]1[CH:8]=[CH:7][C:5]([NH2:6])=[C:4]([N+:9]([O-:11])=[O:10])[CH:3]=1.Cl[C:13](=[O:18])[C:14]([O:16]C)=[O:15].[OH-].[Na+:20], predict the reaction product. The product is: [Cl:1][C:2]1[CH:8]=[CH:7][C:5]([NH:6][C:13](=[O:18])[C:14]([O-:16])=[O:15])=[C:4]([N+:9]([O-:11])=[O:10])[CH:3]=1.[Na+:20]. (3) Given the reactants [C:1]([O:5][C:6]([N:8]1[C:12]2=[N:13][CH:14]=[C:15]([O:17][CH2:18][C:19]3[CH:24]=[CH:23][CH:22]=[CH:21][CH:20]=3)[CH:16]=[C:11]2[CH:10]=[C:9]1[C:25]([OH:27])=[O:26])=[O:7])([CH3:4])([CH3:3])[CH3:2].[CH3:28]I, predict the reaction product. The product is: [CH3:28][O:26][C:25]([C:9]1[N:8]([C:6]([O:5][C:1]([CH3:4])([CH3:2])[CH3:3])=[O:7])[C:12]2=[N:13][CH:14]=[C:15]([O:17][CH2:18][C:19]3[CH:20]=[CH:21][CH:22]=[CH:23][CH:24]=3)[CH:16]=[C:11]2[CH:10]=1)=[O:27]. (4) Given the reactants [H-].[Na+].[CH3:3][O:4][C:5]([CH2:7]P(OC)(OC)=O)=[O:6].[Br:14][C:15]1[CH:20]=[CH:19][C:18]([C:21]2[O:25][N:24]=[C:23]([CH3:26])[C:22]=2[CH:27]=O)=[CH:17][CH:16]=1, predict the reaction product. The product is: [CH3:3][O:4][C:5](=[O:6])/[CH:7]=[CH:27]/[C:22]1[C:23]([CH3:26])=[N:24][O:25][C:21]=1[C:18]1[CH:19]=[CH:20][C:15]([Br:14])=[CH:16][CH:17]=1. (5) Given the reactants [C:1]1([C@@H:7]2[CH2:9][C@H:8]2[NH2:10])[CH:6]=[CH:5][CH:4]=[CH:3][CH:2]=1.[S:11]1[CH2:17][C:15](=[O:16])[NH:14][C:12]1=S.CCN(C(C)C)C(C)C, predict the reaction product. The product is: [C:1]1([C@@H:7]2[CH2:9][C@H:8]2[NH:10][C:12]2[S:11][CH2:17][C:15](=[O:16])[N:14]=2)[CH:6]=[CH:5][CH:4]=[CH:3][CH:2]=1. (6) Given the reactants [O-]CC.[Na+].[CH:5]1([C:8](=[O:15])[CH2:9][C:10]([O:12][CH2:13][CH3:14])=[O:11])[CH2:7][CH2:6]1.[Cl:16][C:17]1[CH:26]=[CH:25][CH:24]=[CH:23][C:18]=1/[C:19](/Cl)=[N:20]/O, predict the reaction product. The product is: [Cl:16][C:17]1[CH:26]=[CH:25][CH:24]=[CH:23][C:18]=1[C:19]1[C:9]([C:10]([O:12][CH2:13][CH3:14])=[O:11])=[C:8]([CH:5]2[CH2:7][CH2:6]2)[O:15][N:20]=1. (7) The product is: [NH2:1][C:4]1[CH:9]=[C:8]([OH:10])[CH:7]=[CH:6][C:5]=1[OH:11]. Given the reactants [N+:1]([C:4]1[CH:9]=[C:8]([OH:10])[CH:7]=[CH:6][C:5]=1[OH:11])([O-])=O.[H][H], predict the reaction product.